Dataset: Forward reaction prediction with 1.9M reactions from USPTO patents (1976-2016). Task: Predict the product of the given reaction. (1) Given the reactants CS([N:5]1[C:13]2[C:8](=[CH:9][C:10]([N+:18]([O-:20])=[O:19])=[C:11]([C:14]([F:17])([F:16])[F:15])[CH:12]=2)[CH:7]=[C:6]1[C:21]([OH:31])([CH2:29][CH3:30])[CH2:22][S:23][CH2:24][C:25]([F:28])([F:27])[F:26])(=O)=O.[OH-].[Na+], predict the reaction product. The product is: [N+:18]([C:10]1[CH:9]=[C:8]2[C:13](=[CH:12][C:11]=1[C:14]([F:15])([F:16])[F:17])[NH:5][C:6]([C:21]([OH:31])([CH2:29][CH3:30])[CH2:22][S:23][CH2:24][C:25]([F:28])([F:27])[F:26])=[CH:7]2)([O-:20])=[O:19]. (2) Given the reactants Br[CH2:2][C:3]([C:5]1[C:10]([CH3:11])=[CH:9][C:8]([O:12][C:13]2[CH:18]=[CH:17][CH:16]=[C:15]([O:19][CH3:20])[CH:14]=2)=[CH:7][C:6]=1[CH3:21])=O.[NH2:22][C:23]([NH2:25])=[S:24], predict the reaction product. The product is: [CH3:20][O:19][C:15]1[CH:14]=[C:13]([CH:18]=[CH:17][CH:16]=1)[O:12][C:8]1[CH:9]=[C:10]([CH3:11])[C:5]([C:3]2[N:22]=[C:23]([NH2:25])[S:24][CH:2]=2)=[C:6]([CH3:21])[CH:7]=1. (3) Given the reactants C(O)(C)C.O.C(O)(=O)CCC(O)=O.[NH2:14][C:15]1[CH:20]=[CH:19][N:18]([C@H:21]2[O:25][C@@H:24]([CH2:26][OH:27])[S:23][CH2:22]2)[C:17](=[O:28])[N:16]=1.C(N(CC)CC)C, predict the reaction product. The product is: [NH2:14][C:15]1[CH:20]=[CH:19][N:18]([C@H:21]2[O:25][C@@H:24]([CH2:26][OH:27])[S:23][CH2:22]2)[C:17](=[O:28])[N:16]=1.